Dataset: Human Reference Interactome with 51,813 positive PPI pairs across 8,248 proteins, plus equal number of experimentally-validated negative pairs. Task: Binary Classification. Given two protein amino acid sequences, predict whether they physically interact or not. (1) Result: 0 (the proteins do not interact). Protein 2 (ENSG00000135406) has sequence MSHHPSGLRAGFSSTSYRRTFGPPPSLSPGAFSYSSSSRFSSSRLLGSASPSSSVRLGSFRSPRAGAGALLRLPSERLDFSMAEALNQEFLATRSNEKQELQELNDRFANFIEKVRFLEQQNAALRGELSQARGQEPARADQLCQQELRELRRELELLGRERDRVQVERDGLAEDLAALKQRLEEETRKREDAEHNLVLFRKDVDDATLSRLELERKIESLMDEIEFLKKLHEEELRDLQVSVESQQVQQVEVEATVKPELTAALRDIRAQYESIAAKNLQEAEEWYKSKYADLSDAANR.... Protein 1 (ENSG00000180104) has sequence MKETDREAVATAVQRVAGMLQRPDQLDKVEQYRRREARKKASVEARLKAAIQSQLDGVRTGLSQLHNALNDVKDIQQSLADVSKDWRQSINTIESLKDVKDAVVQHSQLAAAVENLKNIFSVPEIVRETQDLIEQGALLQAHRKLMDLECSRDGLMYEQYRMDSGNTRDMTLIHGYFGSTQGLSDELAKQLWMVLQRSLVTVRRDPTLLVSVVRIIEREEKIDRRILDRKKQTGFVPPGRPKNWKEKMFTILERTVTTRIEGTQADTRESDKMWLVRHLEIIRKYVLDDLIVAKNLMVQC.... (2) Protein 1 (ENSG00000155868) has sequence MGEPQQVSALPPPPMQYIKEYTDENIQEGLAPKPPPPIKDSYMMFGNQFQCDDLIIRPLESQGIERLHPMQFDHKKELRKLNMSILINFLDLLDILIRSPGSIKREEKLEDLKLLFVHVHHLINEYRPHQARETLRVMMEVQKRQRLETAERFQKHLERVIEMIQNCLASLPDDLPHSEAGMRVKTEPMDADDSNNCTGQNEHQRENSGHRRDQIIEKDAALCVLIDEMNERP*MGEPQQVSALPPPPMQYIKEYTDENIQEGLAPKPPPPIKDSYMMFGNQFQCDDLIIRPLESQGIER.... Result: 0 (the proteins do not interact). Protein 2 (ENSG00000151475) has sequence MHREPAKKKAEKRLFDASSFGKDLLAGGVAAAVSKTAVAPIERVKLLLQVQASSKQISPEARYKGMVDCLVRIPREQGFFSFWRGNLANVIRYFPTQALNFAFKDKYKQLFMSGVNKEKQFWRWFLANLASGGAAGATSLCVVYPLDFARTRLGVDIGKGPEERQFKGLGDCIMKIAKSDGIAGLYQGFGVSVQGIIVYRASYFGAYDTVKGLLPKPKKTPFLVSFFIAQVVTTCSGILSYPFDTVRRRMMMQSGEAKRQYKGTLDCFVKIYQHEGISSFFRGAFSNVLRGTGGALVLVL.... (3) Protein 1 (ENSG00000074201) has sequence MSFLKSFPPPGPAEGLLRQQPDTEAVLNGKGLGTGTLYIAESRLSWLDGSGLGFSLEYPTISLHALSRDRSDCLGEHLYVMVNAKFEVEAMFTAMCECQALHPDPEDEDSDDYDGEEYDVEAHEQGQGDIPTFYTYEEGLSHLTAEGQATLERLEGMLSQSVSSQYNMAGVRTEDSIRDYEDGMEVDTTPTVAGQFEDADVDH*XGMEVDTTPTVAGQFEDADVDH*XRTEDSIRDYEGIHTPTKARERF*MSFLKSFPPPGPAEGLLRQQPDTEAVLNGKGLGTGTLYIAESRLSWLDG.... Protein 2 (ENSG00000100028) has sequence MSIGVPIKVLHEAEGHIVTCETNTGEVYRGKLIEAEDNMNCQMSNITVTYRDGRVAQLEQVYIRGSKIRFLILPDMLKNAPMLKSMKNKNQGSGAGRGKAAILKAQVAARGRGRGMGRGNIFQKRR*MSIGVPIKVLHEAEGHIVTCETNTGEVYRGKLIEAEDNMNCQMSNITVTYRDGRVAQLEQVYIRGSKIRFLILPDMLKNAPMLKSMKNKNQGSGAGRGKAAILKAQGYLSSLEWVLVHIC*. Result: 1 (the proteins interact). (4) Protein 1 (ENSG00000183963) has sequence MADEALAGLDEGALRKLLEVTADLAERRRIRSAIRELQRQELEREEEALASKRFRAERQDNKENWLHSQQREAEQRAALARLAGQLESMNDVEELTALLRSAGEYEERKLIRAAIRRVRAQEIEAATLAGRLYSGRPNSGSREDSKGLAAHRLEQCEVPEREEQEQQAEVSKPTPTPEGTSQDVTTVTLLLRAPPGSTSSSPASPSSSPTPASPEPPLEPAEAQCLTAEVPGSPEPPPSPPKTTSPEPQESPTLPSTEGQVVNKLLSGPKETPAAQSPTRGPSDTKRADVAGPRPCQRSL.... Protein 2 (ENSG00000203666) has sequence MADEKDREEIIVAEFHKKIKEAFEVFDHESNNTVDVREIGTIIRSLGCCPTEGELHDLIAEVEEEEPTGYIRFEKFLPVMTEILLERKYRPIPEDVLLRAFEVLDSAKRGFLTKDELIKYMTEEGEPFSQEEMEEMLSAAIDPESNSINYKDYITMMVIDEN*XAGTPRPRLSLGISQATGSAARWRTRRTGKGLGYNSDEIRPRTLLIEHLMEGGRRDHHTMTVLWGTQEIIVAEFHKKIKEAFEVFDHESNNTVDVREIGTIIRSLGCCPTEGELHDLIAEVEEEEPTGYIRFEKFLP.... Result: 0 (the proteins do not interact). (5) Protein 1 (ENSG00000171729) has sequence MMAQSKANGSHYALTAIGLGMLVLGVIMAMWNLVPGFSAAEKPTAQGSNKTEVGGGILKSKTFSVAYVLVGAGVMLLLLSICLSIRDKRKQRQGEDLAHVQHPTGAGPHAQEEDSQEEEEEDEEAASRYYVPSYEEVMNTNYSEARGEEQNPRLSISLPSYESLTGLDETTPTSTRADVEASPGNPPDRQNSKLAKRLKPLKVRRIKSEKLHLKDFRINLPDKNVPPPSIEPLTPPPQYDEVQEKAPDTRPPD*MMAQSKANGSHYALTAIGLGMLVLGVIMAMWNLVPGFSAAEKPTAQ.... Protein 2 (ENSG00000185896) has sequence MAAPGSARRPLLLLLLLLLLGLMHCASAAMFMVKNGNGTACIMANFSAAFSVNYDTKSGPKNMTFDLPSDATVVLNRSSCGKENTSDPSLVIAFGRGHTLTLNFTRNATRYSVQLMSFVYNLSDTHLFPNASSKEIKTVESITDIRADIDKKYRCVSGTQVHMNNVTVTLHDATIQAYLSNSSFSRGETRCEQDRPSPTTAPPAPPSPSPSPVPKSPSVDKYNVSGTNGTCLLASMGLQLNLTYERKDNTTVTRLLNINPNKTSASGSCGAHLVTLELHSEGTTVLLFQFGMNASSSRFF.... Result: 0 (the proteins do not interact). (6) Protein 1 (ENSG00000155792) has sequence MEEGGSTGSAGSDSSTSGSGGAQQRELERMAEVLVTGEQLRLRLHEEKVIKDRRHHLKTYPNCFVAKELIDWLIEHKEASDRETAIKLMQKLADRGIIHHVCDEHKEFKDVKLFYRFRKDDGTFPLDNEVKAFMRGQRLYEKLMSPENTLLQPREEEGVKYERTFMASEFLDWLVQEGEATTRKEAEQLCHRLMEHGIIQHVSNKHPFVDSNLLYQFRMNFRRRRRLMELLNEKSPSSQETHDSPFCLRKQSHDNRKSTSFMSVSPSKEIKIVSAVRRSSMSSCGSSGYFSSSPTLSSSP.... Protein 2 (ENSG00000105229) has sequence MAAELVEAKNMVMSFRVSDLQMLLGFVGRSKSGLKHELVTRALQLVQFDCSPELFKKIKELYETRYAKKNSEPAPQPHRPLDPLTMHSTYDRAGAVPRTPLAGPNIDYPVLYGKYLNGLGRLPAKTLKPEVRLVKLPFFNMLDELLKPTELVPQNNEKLQESPCIFALTPRQVELIRNSRELQPGVKAVQVVLRICYSDTSCPQEDQYPPNIAVKVNHSYCSVPGYYPSNKPGVEPKRPCRPINLTHLMYLSSATNRITVTWGNYGKSYSVALYLVRQLTSSELLQRLKTIGVKHPELCK.... Result: 0 (the proteins do not interact). (7) Protein 1 (ENSG00000102882) has sequence MAAAAAQGGGGGEPRRTEGVGPGVPGEVEMVKGQPFDVGPRYTQLQYIGEGAYGMVSSAYDHVRKTRVAIKKISPFEHQTYCQRTLREIQILLRFRHENVIGIRDILRASTLEAMRDVYIVQDLMETDLYKLLKSQQLSNDHICYFLYQILRGLKYIHSANVLHRDLKPSNLLINTTCDLKICDFGLARIADPEHDHTGFLTEYVATRWYRAPEIMLNSKGYTKSIDIWSVGCILAEMLSNRPIFPGKHYLDQLNHILGILGSPSQEDLNCIINMKARNYLQSLPSKTKVAWAKLFPKSD.... Protein 2 (ENSG00000114200) has sequence MHSKVTIICIRFLFWFLLLCMLIGKSHTEDDIIIATKNGKVRGMNLTVFGGTVTAFLGIPYAQPPLGRLRFKKPQSLTKWSDIWNATKYANSCCQNIDQSFPGFHGSEMWNPNTDLSEDCLYLNVWIPAPKPKNATVLIWIYGGGFQTGTSSLHVYDGKFLARVERVIVVSMNYRVGALGFLALPGNPEAPGNMGLFDQQLALQWVQKNIAAFGGNPKSVTLFGESAGAASVSLHLLSPGSHSLFTRAILQSGSFNAPWAVTSLYEARNRTLNLAKLTGCSRENETEIIKCLRNKDPQEI.... Result: 0 (the proteins do not interact).